Dataset: Forward reaction prediction with 1.9M reactions from USPTO patents (1976-2016). Task: Predict the product of the given reaction. (1) Given the reactants CS(O[C@H:6]1[CH2:10][CH2:9][N:8]([C:11]2[S:12][C:13]3[CH:19]=[C:18]([C:20]4[CH:25]=[CH:24][C:23]([C:26]#[N:27])=[CH:22][CH:21]=4)[CH:17]=[CH:16][C:14]=3[N:15]=2)[CH2:7]1)(=O)=O.[CH3:28][C@@H:29]1[CH2:33][CH2:32][CH2:31][NH:30]1.C(N(CC)C(C)C)(C)C, predict the reaction product. The product is: [CH3:28][C@@H:29]1[CH2:33][CH2:32][CH2:31][N:30]1[C@@H:6]1[CH2:10][CH2:9][N:8]([C:11]2[S:12][C:13]3[CH:19]=[C:18]([C:20]4[CH:21]=[CH:22][C:23]([C:26]#[N:27])=[CH:24][CH:25]=4)[CH:17]=[CH:16][C:14]=3[N:15]=2)[CH2:7]1. (2) Given the reactants C([O:4][C@H:5]([CH3:30])[C@H:6]([N:14]1[CH2:17][C:16]2([CH2:21][CH2:20][CH2:19][N:18]2[C:22]([O:24][C:25]([CH3:28])([CH3:27])[CH3:26])=[O:23])[C:15]1=[O:29])[C:7](=[O:13])[N:8]1[CH2:12][CH2:11][CH2:10][CH2:9]1)(=O)C, predict the reaction product. The product is: [OH:4][C@H:5]([CH3:30])[C@H:6]([N:14]1[CH2:17][C:16]2([CH2:21][CH2:20][CH2:19][N:18]2[C:22]([O:24][C:25]([CH3:27])([CH3:26])[CH3:28])=[O:23])[C:15]1=[O:29])[C:7](=[O:13])[N:8]1[CH2:12][CH2:11][CH2:10][CH2:9]1. (3) Given the reactants C1[CH:10]2[CH:5]([CH2:6][CH2:7][CH2:8][CH2:9]2)CCN1.O.O.[Na+].[Na+].[CH2:15]([N:26]([CH2:31][C:32](O)=O)[CH2:27][C:28](O)=O)[CH2:16][N:17]([CH2:22][C:23]([O-])=O)CC([O-])=O.[OH-].[NH4+].ClCCl.[CH3:40]O.C(N([CH2:47][CH3:48])CC)C.[CH2:49](O)[CH3:50], predict the reaction product. The product is: [CH2:5]1[CH2:6][CH2:7][CH2:8][CH:9]2[C:10]1=[C:15]1[N:26]([CH2:27][CH2:28]2)[CH2:31][CH2:32][C:40]2[C:49]3[CH:50]=[CH:47][CH:48]=[CH:23][C:22]=3[NH:17][C:16]1=2. (4) Given the reactants [N:1]1([C:7](=[O:23])[CH:8]([NH:15]C(=O)OC(C)(C)C)[CH:9]2[CH2:14][CH2:13][O:12][CH2:11][CH2:10]2)[CH2:6][CH2:5][O:4][CH2:3][CH2:2]1.Cl.N[C@H]1CCN([C@H](C(N2CCOCC2)=O)C(C)C)C1=O, predict the reaction product. The product is: [N:1]1([C:7](=[O:23])[CH:8]([CH:9]2[CH2:14][CH2:13][O:12][CH2:11][CH2:10]2)[NH2:15])[CH2:2][CH2:3][O:4][CH2:5][CH2:6]1. (5) Given the reactants [CH2:1]([O:3][C:4]1[CH:9]=[CH:8][C:7]([S:10]([NH:13][C:14]2[CH:19]=[CH:18][C:17]([CH3:20])=[CH:16][CH:15]=2)(=[O:12])=[O:11])=[CH:6][CH:5]=1)[CH3:2].Br[CH:22]([CH2:27][O:28][C:29]([CH3:32])([CH3:31])[CH3:30])[C:23]([O:25][CH3:26])=[O:24].C(=O)([O-])[O-].[K+].[K+], predict the reaction product. The product is: [C:29]([O:28][CH2:27][CH:22]([N:13]([S:10]([C:7]1[CH:6]=[CH:5][C:4]([O:3][CH2:1][CH3:2])=[CH:9][CH:8]=1)(=[O:11])=[O:12])[C:14]1[CH:19]=[CH:18][C:17]([CH3:20])=[CH:16][CH:15]=1)[C:23]([O:25][CH3:26])=[O:24])([CH3:32])([CH3:31])[CH3:30]. (6) Given the reactants [N:1]1[C:10]2[CH:9]([NH2:11])[CH2:8][CH2:7][CH2:6][C:5]=2[CH:4]=[CH:3][CH:2]=1.Cl[CH2:13][CH2:14][N:15]=[C:16]=[O:17].[OH-].[Na+], predict the reaction product. The product is: [O:17]1[CH2:13][CH2:14][N:15]=[C:16]1[NH:11][CH:9]1[C:10]2[N:1]=[CH:2][CH:3]=[CH:4][C:5]=2[CH2:6][CH2:7][CH2:8]1. (7) Given the reactants [Cl:1][C:2]1[CH:3]=[CH:4][C:5]2[N+:10]([O-:11])=[N:9][C:8](=[O:12])[N:7]([CH2:13][CH2:14][N:15]3[CH2:20][CH2:19][CH:18]([NH:21]C(=O)OC(C)(C)C)[CH2:17][CH2:16]3)[C:6]=2[CH:29]=1.C(O)(C(F)(F)F)=O.NC1CCN(CCN2C3C(=CC(C#N)=CC=3)N=CC2=O)CC1, predict the reaction product. The product is: [NH2:21][CH:18]1[CH2:17][CH2:16][N:15]([CH2:14][CH2:13][N:7]2[C:6]3[CH:29]=[C:2]([Cl:1])[CH:3]=[CH:4][C:5]=3[N+:10]([O-:11])=[N:9][C:8]2=[O:12])[CH2:20][CH2:19]1.